From a dataset of Catalyst prediction with 721,799 reactions and 888 catalyst types from USPTO. Predict which catalyst facilitates the given reaction. (1) Reactant: Br[C:2]1[CH:10]=[C:9]2[C:5]([C:6]([CH3:22])([CH3:21])[C:7](=[O:20])[N:8]2[CH2:11][C:12]2[CH:17]=[CH:16][C:15]([O:18][CH3:19])=[CH:14][CH:13]=2)=[CH:4][CH:3]=1.C(P(C(C)(C)C)C1C(C)=C(C)C(C)=C(C)C=1C1C(C(C)C)=CC(C(C)C)=CC=1C(C)C)(C)(C)C.C(O)(=O)C(C)(C)C.C(=O)([O-])[O-].[K+].[K+].[O:70]1[CH:74]=[CH:73][N:72]=[CH:71]1. Product: [CH3:19][O:18][C:15]1[CH:16]=[CH:17][C:12]([CH2:11][N:8]2[C:9]3[C:5](=[CH:4][CH:3]=[C:2]([C:74]4[O:70][CH:71]=[N:72][CH:73]=4)[CH:10]=3)[C:6]([CH3:22])([CH3:21])[C:7]2=[O:20])=[CH:13][CH:14]=1. The catalyst class is: 167. (2) Reactant: Cl[C:2]1[CH:7]=[C:6]([Cl:8])[N:5]=[N:4][C:3]=1[C:9]([O:11][CH2:12][CH3:13])=[O:10].[CH3:14][C:15]1[CH:20]=[C:19]([CH3:21])[N:18]=[C:17]([NH2:22])[CH:16]=1. Product: [Cl:8][C:6]1[N:5]=[N:4][C:3]([C:9]([O:11][CH2:12][CH3:13])=[O:10])=[C:2]([NH:22][C:17]2[CH:16]=[C:15]([CH3:14])[CH:20]=[C:19]([CH3:21])[N:18]=2)[CH:7]=1. The catalyst class is: 10. (3) The catalyst class is: 2. Reactant: [CH3:1][C@:2]12[C@@:19]3([CH3:20])[C@@H:10]([C@:11]4([CH3:36])[C@@H:16]([CH2:17][CH2:18]3)[C:15]([CH3:22])([CH3:21])[C:14]([C:23]3[CH:35]=[CH:34][C:26]([C:27]([O:29]C(C)(C)C)=[O:28])=[CH:25][CH:24]=3)=[CH:13][CH2:12]4)[CH2:9][CH2:8][C@@H:7]1[C@H:6]1[C@H:37]([C:40]([CH3:42])=[CH2:41])[CH2:38][CH2:39][C@:5]1([CH2:43][NH:44][CH2:45][CH2:46][N:47]1[CH2:52][CH2:51][CH2:50][CH2:49][CH2:48]1)[CH2:4][CH2:3]2.C(O)(C(F)(F)F)=O. Product: [CH3:1][C@:2]12[C@@:19]3([CH3:20])[C@@H:10]([C@:11]4([CH3:36])[C@@H:16]([CH2:17][CH2:18]3)[C:15]([CH3:21])([CH3:22])[C:14]([C:23]3[CH:24]=[CH:25][C:26]([C:27]([OH:29])=[O:28])=[CH:34][CH:35]=3)=[CH:13][CH2:12]4)[CH2:9][CH2:8][C@@H:7]1[C@H:6]1[C@H:37]([C:40]([CH3:42])=[CH2:41])[CH2:38][CH2:39][C@:5]1([CH2:43][NH:44][CH2:45][CH2:46][N:47]1[CH2:48][CH2:49][CH2:50][CH2:51][CH2:52]1)[CH2:4][CH2:3]2. (4) The catalyst class is: 392. Product: [CH2:9]([O:16][C:17]1[C:18]([O:26][CH3:27])=[CH:19][C:20]([CH2:24][CH2:7][C:6]#[N:8])=[C:21]([Br:23])[CH:22]=1)[C:10]1[CH:11]=[CH:12][CH:13]=[CH:14][CH:15]=1. Reactant: C([Li])CCC.[C:6](#[N:8])[CH3:7].[CH2:9]([O:16][C:17]1[C:18]([O:26][CH3:27])=[CH:19][C:20]([CH2:24]Br)=[C:21]([Br:23])[CH:22]=1)[C:10]1[CH:15]=[CH:14][CH:13]=[CH:12][CH:11]=1. (5) Reactant: [CH3:1][O:2][C:3]1[CH:4]=[C:5]2[CH:11]=[C:10]([C:12]([C:20]3[CH:25]=[CH:24][C:23]([C:26]([F:29])([F:28])[F:27])=[CH:22][CH:21]=3)=[CH:13][CH:14]3[CH2:19][CH2:18][O:17][CH2:16][CH2:15]3)[NH:9][C:6]2=[N:7][CH:8]=1. Product: [CH3:1][O:2][C:3]1[CH:4]=[C:5]2[CH:11]=[C:10]([CH:12]([C:20]3[CH:21]=[CH:22][C:23]([C:26]([F:27])([F:28])[F:29])=[CH:24][CH:25]=3)[CH2:13][CH:14]3[CH2:15][CH2:16][O:17][CH2:18][CH2:19]3)[NH:9][C:6]2=[N:7][CH:8]=1. The catalyst class is: 43. (6) Reactant: N1C=CC=CC=1C=C[C:9](O)=[O:10].[CH:12]1[CH:13]=[CH:14][C:15]2N(O)N=[N:18][C:16]=2[CH:17]=1.[CH2:22](Cl)CCl.Cl.Cl.[NH2:28][CH2:29][CH2:30][CH2:31][CH2:32][CH2:33][CH2:34][NH:35][C:36]([CH:38]1[CH2:43][CH2:42][CH2:41][N:40]([CH:44]([C:51]2[CH:56]=[CH:55][CH:54]=[CH:53][CH:52]=2)[C:45]2[CH:50]=[CH:49][CH:48]=[CH:47][CH:46]=2)[CH2:39]1)=[O:37]. Product: [C:45]1([CH:44]([C:51]2[CH:56]=[CH:55][CH:54]=[CH:53][CH:52]=2)[N:40]2[CH2:41][CH2:42][CH2:43][CH:38]([C:36]([NH:35][CH2:34][CH2:33][CH2:32][CH2:31][CH2:30][CH2:29][NH:28][C:9](=[O:10])[CH:15]=[CH:14][C:13]3[CH:22]=[N:18][CH:16]=[CH:17][CH:12]=3)=[O:37])[CH2:39]2)[CH:50]=[CH:49][CH:48]=[CH:47][CH:46]=1. The catalyst class is: 4. (7) Reactant: CC(C)([O-])C.[K+].[F:7][C:8]([F:28])([F:27])[C:9]1[CH:10]=[C:11]([CH:20]=[C:21]([C:23]([F:26])([F:25])[F:24])[CH:22]=1)[CH2:12][NH:13][C:14]1[O:18][N:17]=[C:16]([CH3:19])[CH:15]=1.Br[CH2:30][C:31]1[CH:36]=[C:35]([C:37]([F:40])([F:39])[F:38])[CH:34]=[CH:33][C:32]=1[C:41]1[CH:46]=[C:45]([CH:47]([CH3:49])[CH3:48])[C:44]([F:50])=[CH:43][C:42]=1[O:51][CH3:52]. Product: [F:26][C:23]([F:24])([F:25])[C:21]1[CH:20]=[C:11]([CH:10]=[C:9]([C:8]([F:7])([F:27])[F:28])[CH:22]=1)[CH2:12][N:13]([CH2:30][C:31]1[CH:36]=[C:35]([C:37]([F:38])([F:39])[F:40])[CH:34]=[CH:33][C:32]=1[C:41]1[CH:46]=[C:45]([CH:47]([CH3:49])[CH3:48])[C:44]([F:50])=[CH:43][C:42]=1[O:51][CH3:52])[C:14]1[O:18][N:17]=[C:16]([CH3:19])[CH:15]=1. The catalyst class is: 3.